From a dataset of Full USPTO retrosynthesis dataset with 1.9M reactions from patents (1976-2016). Predict the reactants needed to synthesize the given product. Given the product [ClH:1].[ClH:1].[NH2:8][C@H:9]([CH2:26][C:27]1[CH:32]=[CH:31][CH:30]=[CH:29][C:28]=1[F:33])[CH2:10][C:11]([NH:13][CH:14]1[CH2:23][C:22]2[C:17](=[CH:18][CH:19]=[CH:20][N:21]=2)[N:16]([CH3:24])[C:15]1=[O:25])=[O:12], predict the reactants needed to synthesize it. The reactants are: [ClH:1].C(OC(=O)[NH:8][C@H:9]([CH2:26][C:27]1[CH:32]=[CH:31][CH:30]=[CH:29][C:28]=1[F:33])[CH2:10][C:11]([NH:13][CH:14]1[CH2:23][C:22]2[C:17](=[CH:18][CH:19]=[CH:20][N:21]=2)[N:16]([CH3:24])[C:15]1=[O:25])=[O:12])(C)(C)C.